This data is from Catalyst prediction with 721,799 reactions and 888 catalyst types from USPTO. The task is: Predict which catalyst facilitates the given reaction. (1) Reactant: [F:1][C:2]1[CH:22]=[CH:21][CH:20]=[C:19]([F:23])[C:3]=1[CH2:4][CH:5]1[CH2:10][CH:9]([C:11]([O:13]C)=[O:12])[CH2:8][CH2:7][N:6]1[C:15]([O:17][CH3:18])=[O:16].[Br-].[Li+].C(N(CC)CC)C.CC(OC)(C)C. Product: [F:1][C:2]1[CH:22]=[CH:21][CH:20]=[C:19]([F:23])[C:3]=1[CH2:4][CH:5]1[CH2:10][CH:9]([C:11]([OH:13])=[O:12])[CH2:8][CH2:7][N:6]1[C:15]([O:17][CH3:18])=[O:16]. The catalyst class is: 47. (2) Reactant: C([O:5][CH2:6][C@H:7]([CH3:35])[O:8][C:9]1[CH:10]=[C:11]([CH:21]=[C:22]([O:24][C:25]2[CH:30]=[CH:29][C:28]([S:31]([CH3:34])(=[O:33])=[O:32])=[CH:27][CH:26]=2)[CH:23]=1)[C:12]([NH:14][C:15]1[CH:19]=[CH:18][N:17]([CH3:20])[N:16]=1)=[O:13])(C)(C)C.[ClH:36]. Product: [ClH:36].[OH:5][CH2:6][C@H:7]([CH3:35])[O:8][C:9]1[CH:10]=[C:11]([CH:21]=[C:22]([O:24][C:25]2[CH:30]=[CH:29][C:28]([S:31]([CH3:34])(=[O:32])=[O:33])=[CH:27][CH:26]=2)[CH:23]=1)[C:12]([NH:14][C:15]1[CH:19]=[CH:18][N:17]([CH3:20])[N:16]=1)=[O:13]. The catalyst class is: 10. (3) Reactant: [N:1]1([CH2:13][C:14]([O:16][CH2:17][CH3:18])=[O:15])[CH2:6][CH2:5][CH:4]([CH:7]2[CH2:12][CH2:11][NH:10][CH2:9][CH2:8]2)[CH2:3][CH2:2]1.[O:19]=[C:20]1[N:26]([CH:27]2[CH2:32][CH2:31][N:30]([C:33]([O:35][C@@H:36]([C:47](O)=[O:48])[CH2:37][C:38]3[CH:43]=[C:42]([Br:44])[C:41]([OH:45])=[C:40]([Br:46])[CH:39]=3)=[O:34])[CH2:29][CH2:28]2)[CH2:25][CH2:24][C:23]2[CH:50]=[CH:51][CH:52]=[CH:53][C:22]=2[NH:21]1.CN(C(ON1N=NC2C=CC=CC1=2)=[N+](C)C)C.[B-](F)(F)(F)F.C(N(CC)CC)C. Product: [O:19]=[C:20]1[N:26]([CH:27]2[CH2:32][CH2:31][N:30]([C:33]([O:35][C@H:36]([CH2:37][C:38]3[CH:39]=[C:40]([Br:46])[C:41]([OH:45])=[C:42]([Br:44])[CH:43]=3)[C:47]([N:10]3[CH2:11][CH2:12][CH:7]([CH:4]4[CH2:5][CH2:6][N:1]([CH2:13][C:14]([O:16][CH2:17][CH3:18])=[O:15])[CH2:2][CH2:3]4)[CH2:8][CH2:9]3)=[O:48])=[O:34])[CH2:29][CH2:28]2)[CH2:25][CH2:24][C:23]2[CH:50]=[CH:51][CH:52]=[CH:53][C:22]=2[NH:21]1. The catalyst class is: 3. (4) Reactant: [N:1]1([N:9]2[CH2:14][CH2:13][CH2:12][CH2:11][CH2:10]2)[CH2:6][CH2:5][C:4](=O)[CH2:3][C:2]1=[O:8].[Cl:15][C:16]1[CH:21]=[C:20]([Cl:22])[CH:19]=[CH:18][C:17]=1[NH:23][CH2:24][C:25]([CH3:27])=O.CC1C=CC(S(O)(=O)=O)=CC=1. Product: [Cl:15][C:16]1[CH:21]=[C:20]([Cl:22])[CH:19]=[CH:18][C:17]=1[N:23]1[C:4]2[CH2:5][CH2:6][N:1]([N:9]3[CH2:14][CH2:13][CH2:12][CH2:11][CH2:10]3)[C:2](=[O:8])[C:3]=2[C:25]([CH3:27])=[CH:24]1. The catalyst class is: 11. (5) Reactant: C(=O)([O-])[O-].[K+].[K+].I[CH2:8][C:9]([CH3:12])([CH3:11])[CH3:10].[O:13]=[S:14]1(=[O:31])[CH2:19][CH2:18][N:17]2[CH:20]=[CH:21][CH:22]=[C:23]([C:24]3[CH:29]=[CH:28][C:27]([OH:30])=[CH:26][CH:25]=3)[C:16]2=[N:15]1.O. Product: [CH3:10][C:9]([CH3:12])([CH3:11])[CH2:8][O:30][C:27]1[CH:26]=[CH:25][C:24]([C:23]2[C:16]3=[N:15][S:14](=[O:31])(=[O:13])[CH2:19][CH2:18][N:17]3[CH:20]=[CH:21][CH:22]=2)=[CH:29][CH:28]=1. The catalyst class is: 16. (6) Product: [N:13]([CH2:7][C:6]1[CH:9]=[CH:10][C:3]([C:2]([F:12])([F:11])[F:1])=[CH:4][CH:5]=1)=[N+:14]=[N-:15]. Reactant: [F:1][C:2]([F:12])([F:11])[C:3]1[CH:10]=[CH:9][C:6]([CH2:7]Br)=[CH:5][CH:4]=1.[N-:13]=[N+:14]=[N-:15].[Na+]. The catalyst class is: 35. (7) Reactant: [CH3:1][C:2]1[N:7]=[CH:6][C:5]([OH:8])=[CH:4][CH:3]=1.C([O-])([O-])=O.[Cs+].[Cs+].Br[CH2:16][CH2:17][CH2:18][S:19][C:20]1[C:29]2[C:24](=[CH:25][C:26]([C:30]([F:33])([F:32])[F:31])=[CH:27][CH:28]=2)[N:23]=[CH:22][CH:21]=1. Product: [CH3:1][C:2]1[N:7]=[CH:6][C:5]([O:8][CH2:16][CH2:17][CH2:18][S:19][C:20]2[C:29]3[C:24](=[CH:25][C:26]([C:30]([F:33])([F:31])[F:32])=[CH:27][CH:28]=3)[N:23]=[CH:22][CH:21]=2)=[CH:4][CH:3]=1. The catalyst class is: 3. (8) Reactant: [N:1]1([CH2:6][CH:7]2[CH2:10][CH:9]([C:11]3[CH:18]=[CH:17][C:14]([C:15]#[N:16])=[CH:13][CH:12]=3)[CH2:8]2)[CH2:5][CH2:4][CH2:3][CH2:2]1.C([O-])(O)=O.[Na+].Cl.[NH2:25][OH:26]. Product: [N:1]1([CH2:6][CH:7]2[CH2:10][CH:9]([C:11]3[CH:12]=[CH:13][C:14]([C:15]([NH:25][OH:26])=[NH:16])=[CH:17][CH:18]=3)[CH2:8]2)[CH2:5][CH2:4][CH2:3][CH2:2]1. The catalyst class is: 5. (9) Reactant: [CH2:1]([N:4]1[C:8]2[N:9]=[CH:10][N:11]=[C:12](Cl)[C:7]=2[C:6]([C:14]2[CH:19]=[CH:18][CH:17]=[CH:16][CH:15]=2)=[C:5]1[C:20]1[CH:25]=[CH:24][CH:23]=[CH:22][CH:21]=1)[CH:2]=[CH2:3].[S:26]1[CH2:30][CH2:29][CH2:28][CH:27]1[CH2:31][NH2:32].C(=O)([O-])[O-].[K+].[K+]. Product: [CH2:1]([N:4]1[C:8]2[N:9]=[CH:10][N:11]=[C:12]([NH:32][CH2:31][CH:27]3[CH2:28][CH2:29][CH2:30][S:26]3)[C:7]=2[C:6]([C:14]2[CH:19]=[CH:18][CH:17]=[CH:16][CH:15]=2)=[C:5]1[C:20]1[CH:25]=[CH:24][CH:23]=[CH:22][CH:21]=1)[CH:2]=[CH2:3]. The catalyst class is: 508. (10) Reactant: [CH2:1]([O:3][C:4]([C:6]1([NH:18][C:19]([O:21][C:22]([CH3:25])([CH3:24])[CH3:23])=[O:20])[CH2:9][CH:8]([O:10]CC2C=CC=CC=2)[CH2:7]1)=[O:5])[CH3:2].C(OCC)(=O)C.[H][H]. Product: [CH2:1]([O:3][C:4]([C:6]1([NH:18][C:19]([O:21][C:22]([CH3:23])([CH3:25])[CH3:24])=[O:20])[CH2:7][CH:8]([OH:10])[CH2:9]1)=[O:5])[CH3:2]. The catalyst class is: 29.